The task is: Predict which catalyst facilitates the given reaction.. This data is from Catalyst prediction with 721,799 reactions and 888 catalyst types from USPTO. (1) Reactant: Cl.[CH3:2][O:3][C:4]1[CH:5]=[C:6]([C:12]2[C@@H:21]3[C@@H:16]([CH2:17][CH2:18][CH2:19][CH2:20]3)[C:15](=[O:22])[N:14]([CH:23]3[CH2:28][CH2:27][NH:26][CH2:25][CH2:24]3)[N:13]=2)[CH:7]=[CH:8][C:9]=1[O:10][CH3:11].[C:29]([O:33][C:34]([NH:36][C@H:37]([C:45](O)=[O:46])[CH2:38][C:39]1[CH:44]=[CH:43][CH:42]=[CH:41][CH:40]=1)=[O:35])([CH3:32])([CH3:31])[CH3:30].CCOC(C(C#N)=NOC(N1CCOCC1)=[N+](C)C)=O.F[P-](F)(F)(F)(F)F.CCN(C(C)C)C(C)C.C(=O)(O)[O-].[Na+]. Product: [CH3:2][O:3][C:4]1[CH:5]=[C:6]([C:12]2[C@H:21]3[C@H:16]([CH2:17][CH2:18][CH2:19][CH2:20]3)[C:15](=[O:22])[N:14]([CH:23]3[CH2:24][CH2:25][N:26]([C:45](=[O:46])[C@@H:37]([NH:36][C:34](=[O:35])[O:33][C:29]([CH3:30])([CH3:31])[CH3:32])[CH2:38][C:39]4[CH:44]=[CH:43][CH:42]=[CH:41][CH:40]=4)[CH2:27][CH2:28]3)[N:13]=2)[CH:7]=[CH:8][C:9]=1[O:10][CH3:11]. The catalyst class is: 2. (2) Product: [CH3:5][C:2]([N:1]1[Si:18]([CH3:20])([CH3:19])[CH2:17][CH2:16][Si:15]1([CH3:23])[CH3:22])([CH3:6])[C:3]#[CH:4]. The catalyst class is: 4. Reactant: [NH2:1][C:2]([CH3:6])([CH3:5])[C:3]#[CH:4].C(N(CC)CC)C.Cl[Si:15]([CH3:23])([CH3:22])[CH2:16][CH2:17][Si:18](Cl)([CH3:20])[CH3:19]. (3) Reactant: [O:1]=[C:2]1[C:6]2([CH2:11][CH2:10][N:9]([C:12]([O:14][C:15]([CH3:18])([CH3:17])[CH3:16])=[O:13])[CH2:8][CH2:7]2)[CH2:5][CH2:4][N:3]1[C:19]1[CH2:20][O:21][C:22](=[O:24])[CH:23]=1.C1C(=O)N([Cl:32])C(=O)C1. Product: [Cl:32][C:23]1[C:22](=[O:24])[O:21][CH2:20][C:19]=1[N:3]1[CH2:4][CH2:5][C:6]2([CH2:11][CH2:10][N:9]([C:12]([O:14][C:15]([CH3:17])([CH3:18])[CH3:16])=[O:13])[CH2:8][CH2:7]2)[C:2]1=[O:1]. The catalyst class is: 22. (4) Reactant: Br[C:2]1[CH:7]=[CH:6][C:5]([O:8][CH2:9][CH3:10])=[CH:4][CH:3]=1.C([Li])CCC.[CH3:16][C:17]([C:19]1[CH:24]=[CH:23][CH:22]=[C:21]([Br:25])[CH:20]=1)=O.Cl. Product: [Br:25][C:21]1[CH:22]=[CH:23][CH:24]=[C:19]([C:17]([C:2]2[CH:7]=[CH:6][C:5]([O:8][CH2:9][CH3:10])=[CH:4][CH:3]=2)=[CH2:16])[CH:20]=1. The catalyst class is: 7. (5) Reactant: O.[OH-].[Li+].[CH3:4][N:5]([CH3:26])[S:6]([N:9]1[CH:13]=[C:12]([CH2:14][C:15]([CH3:19])([CH3:18])[CH2:16][CH3:17])[N:11]=[C:10]1[CH2:20][CH2:21][C:22]([O:24]C)=[O:23])(=[O:8])=[O:7]. Product: [CH3:26][N:5]([CH3:4])[S:6]([N:9]1[CH:13]=[C:12]([CH2:14][C:15]([CH3:19])([CH3:18])[CH2:16][CH3:17])[N:11]=[C:10]1[CH2:20][CH2:21][C:22]([OH:24])=[O:23])(=[O:7])=[O:8]. The catalyst class is: 799. (6) Reactant: [NH2:1][C:2]1[S:6][C:5]([CH:7]=[O:8])=[CH:4][C:3]=1[C:9]1[NH:13][N:12]=[CH:11][CH:10]=1.Cl[C:15]([O:18]C(=O)OC(Cl)(Cl)Cl)(Cl)Cl. Product: [O:18]=[C:15]1[N:13]2[N:12]=[CH:11][CH:10]=[C:9]2[C:3]2[CH:4]=[C:5]([CH:7]=[O:8])[S:6][C:2]=2[NH:1]1. The catalyst class is: 247.